Task: Binary Classification. Given a miRNA mature sequence and a target amino acid sequence, predict their likelihood of interaction.. Dataset: Experimentally validated miRNA-target interactions with 360,000+ pairs, plus equal number of negative samples (1) Result: 1 (interaction). The miRNA is hsa-miR-3664-5p with sequence AACUCUGUCUUCACUCAUGAGU. The protein sequence of the target gene is MNGFSTEEDSREGPPAAPAAAAPGYGQSCCLIEDGERCVRPAGNASFSKRVQKSISQKKLKLDIDKSVRHLYICDFHKNFIQSVRNKRKRKTSDDGGDSPEHDTDIPEVDLFQLQVNTLRRYKRHYKLQTRPGFNKAQLAETVSRHFRNIPVNEKETLAYFIYMVKSNKSRLDQKSEGGKQLE. (2) The miRNA is mmu-miR-674-5p with sequence GCACUGAGAUGGGAGUGGUGUA. The protein sequence of the target gene is MCGDCVEKEYPNRGTTCLENGSFLLNFAGCAVCSKRDFMLITNRSLKEEDGEEIVTYDHLCKNCHHVVARHEYTFSIMDEFQEYTMLCLLCGKAEDTISILPDDPRQMTLLF. Result: 1 (interaction). (3) The miRNA is hsa-miR-4529-5p with sequence AGGCCAUCAGCAGUCCAAUGAA. The protein sequence of the target gene is MQNDAGEFVDLYVPRKCSASNRIIGAKDHASIQMNVAEVDKVTGRFNGQFKTYAICGAIRRMGESDDSILRLAKADGIVSKNF. Result: 1 (interaction). (4) The miRNA is hsa-miR-3184-3p with sequence AAAGUCUCGCUCUCUGCCCCUCA. The protein sequence of the target gene is MMCSSKNLLLAALMSVLLLHFCSKSEASNFDCCLRYTERILHPSILVGFTQQLANEACDINAVVFYTRKKLAVCADPKKKWVKQVVHMLSQRVKRM. Result: 0 (no interaction). (5) The miRNA is mmu-miR-1930-5p with sequence ACCUCCAUAGUACCUGCAGCGU. The protein sequence of the target gene is MAVAGAAYREPLVHWCTQQLQKTFALDVSEEIIQYVLSIENAEEIREYVTDLLQGNEGKKGQFIEDLITKWQKNDQEFISDSFQQCLRKDEILDGQRSVDQLKRSRRKGRNKQEVPAFPEPDVAVEVKTPLDLAKAQESNNSVKKKTRFVNLYTREGQDKLAVLLPGRHPCDCLGQKHKLINNCLVCGRIVCEQEGSGPCLFCGSLVCTNEEQDILQRDSNKSQKLLKKLMSGAETSGKVDVSTKDLLPHQESRMKSGLEKAIKHKEKLLEFDRTSIRRTQVIDDESDYFASDSNQWLSK.... Result: 0 (no interaction). (6) The miRNA is hsa-miR-4675 with sequence GGGGCUGUGAUUGACCAGCAGG. The protein sequence of the target gene is MDTPLRRSRRLEGLKPLSPENLPVPEVSRAKRALVDFKSNSEETGELKSTRVPPLSLPSPGPQPETSPGSPCPPLSLPSPGPQPETSPGSPCPPLSLPSPGPQPETSPGSPCPPLSLPSPGPQPETSPGSPCPPLSLPSPGPQPEASPGSPGPRQDADDGSPQRQPEPHPGSLQPHQDLGLESPAGQTESSPESPQREQPSKLPPPQGELDSEAAHAKEEVIPGSPEPCPGQQAPGPEPSQPAQELTVQAPSSPERQLEPGKLPPAGETVTESLNLKKRVIASPQAPASKKLKEKEELPV.... Result: 0 (no interaction).